This data is from Full USPTO retrosynthesis dataset with 1.9M reactions from patents (1976-2016). The task is: Predict the reactants needed to synthesize the given product. (1) Given the product [C:1]([N:5]1[C:9]([C:10]2[CH:11]=[CH:12][C:13]([F:16])=[CH:14][CH:15]=2)=[CH:8][C:7]([CH2:17][NH:18][S:32]([C:26]2[CH:31]=[CH:30][CH:29]=[CH:28][CH:27]=2)(=[O:34])=[O:33])=[N:6]1)([CH3:4])([CH3:3])[CH3:2], predict the reactants needed to synthesize it. The reactants are: [C:1]([N:5]1[C:9]([C:10]2[CH:15]=[CH:14][C:13]([F:16])=[CH:12][CH:11]=2)=[CH:8][C:7]([CH2:17][NH2:18])=[N:6]1)([CH3:4])([CH3:3])[CH3:2].C(N(CC)CC)C.[C:26]1([S:32](Cl)(=[O:34])=[O:33])[CH:31]=[CH:30][CH:29]=[CH:28][CH:27]=1.O. (2) Given the product [F:1][C:2]1[CH:3]=[C:4]([CH2:8][CH:9]([OH:18])[CH2:10][CH2:11][CH:12]2[NH:16][C:15](=[O:17])[CH2:14][CH2:13]2)[CH:5]=[CH:6][CH:7]=1, predict the reactants needed to synthesize it. The reactants are: [F:1][C:2]1[CH:3]=[C:4]([CH2:8][C:9](=[O:18])[CH2:10][CH2:11][CH:12]2[NH:16][C:15](=[O:17])[CH2:14][CH2:13]2)[CH:5]=[CH:6][CH:7]=1.[BH4-].[Na+]. (3) The reactants are: Br[C:2]1[CH:3]=[N:4][CH:5]=[C:6]([C:8]2[CH:9]=[N:10][N:11]([CH2:13][CH2:14][N:15]3[CH2:19][CH2:18][CH2:17][CH2:16]3)[CH:12]=2)[CH:7]=1.[Cl:20][C:21]1[CH:22]=[CH:23][C:24]([F:40])=[C:25]([C:27]2[CH:36]=[C:35](B(O)O)[C:34]3[C:29](=[N:30][CH:31]=[CH:32][CH:33]=3)[N:28]=2)[CH:26]=1.C(=O)(O)[O-].[Na+]. Given the product [Cl:20][C:21]1[CH:22]=[CH:23][C:24]([F:40])=[C:25]([C:27]2[CH:36]=[C:35]([C:2]3[CH:3]=[N:4][CH:5]=[C:6]([C:8]4[CH:9]=[N:10][N:11]([CH2:13][CH2:14][N:15]5[CH2:19][CH2:18][CH2:17][CH2:16]5)[CH:12]=4)[CH:7]=3)[C:34]3[C:29](=[N:30][CH:31]=[CH:32][CH:33]=3)[N:28]=2)[CH:26]=1, predict the reactants needed to synthesize it.